From a dataset of Forward reaction prediction with 1.9M reactions from USPTO patents (1976-2016). Predict the product of the given reaction. (1) Given the reactants CN1C=C(C2C=CC3N(C(CC4C=C5C(=CC=4)N=CC=C5)=CN=3)N=2)C=N1.[NH:27]1[C:35]2[C:30](=[CH:31][C:32]([CH:36]([C:38]3[N:42]4[N:43]=[C:44]([C:47]5[CH:48]=[N:49][N:50]([CH3:52])[CH:51]=5)[CH:45]=[CH:46][C:41]4=[N:40][CH:39]=3)O)=[CH:33][CH:34]=2)[CH:29]=[N:28]1, predict the reaction product. The product is: [NH:27]1[C:35]2[C:30](=[CH:31][C:32]([CH2:36][C:38]3[N:42]4[N:43]=[C:44]([C:47]5[CH:48]=[N:49][N:50]([CH3:52])[CH:51]=5)[CH:45]=[CH:46][C:41]4=[N:40][CH:39]=3)=[CH:33][CH:34]=2)[CH:29]=[N:28]1. (2) Given the reactants [Br:1][C:2]1[C:10]2[C:5](=[N:6][CH:7]=[N:8][C:9]=2[Cl:11])[NH:4][N:3]=1.[O:12]1[C:16]2([CH2:21][CH2:20][CH:19](O)[CH2:18][CH2:17]2)[O:15][CH2:14][CH2:13]1.C1(P(C2C=CC=CC=2)C2C=CC=CC=2)C=CC=CC=1.CCOC(/N=N/C(OCC)=O)=O, predict the reaction product. The product is: [Br:1][C:2]1[C:10]2[C:5](=[N:6][CH:7]=[N:8][C:9]=2[Cl:11])[N:4]([CH:19]2[CH2:20][CH2:21][C:16]3([O:15][CH2:14][CH2:13][O:12]3)[CH2:17][CH2:18]2)[N:3]=1.